This data is from Catalyst prediction with 721,799 reactions and 888 catalyst types from USPTO. The task is: Predict which catalyst facilitates the given reaction. Product: [NH2:13][C@H:14]1[CH2:19][CH2:18][CH2:17][C@H:16]([NH:20][C:1](=[O:12])[O:7][C:8]([CH3:9])([CH3:10])[CH3:11])[CH2:15]1. Reactant: [C:1](=[O:12])([O:7][C:8]([CH3:11])([CH3:10])[CH3:9])OC(C)(C)C.[NH2:13][C@H:14]1[CH2:19][CH2:18][CH2:17][C@H:16]([N:20]2C(=O)C3C(=CC=CC=3)C2=O)[CH2:15]1. The catalyst class is: 4.